From a dataset of Catalyst prediction with 721,799 reactions and 888 catalyst types from USPTO. Predict which catalyst facilitates the given reaction. Reactant: C(Cl)(=O)C(Cl)=O.CS(C)=O.[Cl:11][C:12]1[C:20]2[C:15](=[CH:16][N:17]=[C:18]([CH2:21][OH:22])[CH:19]=2)[O:14][CH:13]=1.CCN(CC)CC. Product: [Cl:11][C:12]1[C:20]2[C:15](=[CH:16][N:17]=[C:18]([CH:21]=[O:22])[CH:19]=2)[O:14][CH:13]=1. The catalyst class is: 76.